This data is from Catalyst prediction with 721,799 reactions and 888 catalyst types from USPTO. The task is: Predict which catalyst facilitates the given reaction. (1) Reactant: [F:1][C:2]1[CH:7]=[CH:6][C:5]([CH3:8])=[CH:4][C:3]=1[CH2:9][NH2:10].C(N(C(C)C)CC)(C)C.[C:20]1([CH:26]([CH2:30][CH3:31])[C:27](Cl)=[O:28])[CH:25]=[CH:24][CH:23]=[CH:22][CH:21]=1. Product: [F:1][C:2]1[CH:7]=[CH:6][C:5]([CH3:8])=[CH:4][C:3]=1[CH2:9][NH:10][C:27](=[O:28])[CH:26]([C:20]1[CH:25]=[CH:24][CH:23]=[CH:22][CH:21]=1)[CH2:30][CH3:31]. The catalyst class is: 4. (2) Reactant: C([O:3][C:4]([C:6]1([C:9]2[CH:14]=[CH:13][C:12]([C:15]3[CH:20]=[CH:19][C:18]([C:21]4[S:22][C:23]([F:39])=[CH:24][C:25]=4[NH:26][C:27]([O:29][C@@H:30]([C:32]4[CH:37]=[CH:36][CH:35]=[CH:34][C:33]=4[CH3:38])[CH3:31])=[O:28])=[CH:17][CH:16]=3)=[CH:11][CH:10]=2)[CH2:8][CH2:7]1)=[O:5])C.[OH-].[Na+].Cl. Product: [F:39][C:23]1[S:22][C:21]([C:18]2[CH:19]=[CH:20][C:15]([C:12]3[CH:11]=[CH:10][C:9]([C:6]4([C:4]([OH:5])=[O:3])[CH2:8][CH2:7]4)=[CH:14][CH:13]=3)=[CH:16][CH:17]=2)=[C:25]([NH:26][C:27]([O:29][C@@H:30]([C:32]2[CH:37]=[CH:36][CH:35]=[CH:34][C:33]=2[CH3:38])[CH3:31])=[O:28])[CH:24]=1. The catalyst class is: 32. (3) Reactant: [NH:1]1[CH:5]=[CH:4][N:3]=[C:2]1[N:6]1[C:14]2[C:9](=[CH:10][C:11]([N+:15]([O-:17])=[O:16])=[CH:12][CH:13]=2)[CH2:8][CH2:7]1.[C:18](=O)([O-])[O-].[K+].[K+].CI.Cl. Product: [CH3:18][N:1]1[CH:5]=[CH:4][N:3]=[C:2]1[N:6]1[C:14]2[C:9](=[CH:10][C:11]([N+:15]([O-:17])=[O:16])=[CH:12][CH:13]=2)[CH2:8][CH2:7]1. The catalyst class is: 42. (4) Reactant: [Cl:1][CH2:2][CH2:3][CH2:4][O:5][C:6]1[CH:11]=[CH:10][C:9]([C:12](=O)[CH3:13])=[CH:8][CH:7]=1.O.[C:16]([OH:20])(=O)[CH:17]=O.O.[NH2:22][NH2:23]. Product: [Cl:1][CH2:2][CH2:3][CH2:4][O:5][C:6]1[CH:11]=[CH:10][C:9]([C:12]2[CH:13]=[CH:17][C:16](=[O:20])[NH:22][N:23]=2)=[CH:8][CH:7]=1. The catalyst class is: 15.